Task: Predict the reactants needed to synthesize the given product.. Dataset: Full USPTO retrosynthesis dataset with 1.9M reactions from patents (1976-2016) (1) Given the product [CH:2]1[CH2:3][CH2:4][CH2:9][CH:1]=[CH:6][CH2:5][CH2:7][CH:10]=[CH:12][CH2:13][CH:14]=1, predict the reactants needed to synthesize it. The reactants are: [CH:1]12[CH2:9][CH:4]([CH:5]([CH:7]=O)[CH2:6]1)[CH:3]=[CH:2]2.[CH:10]([CH:12]1CCC[CH:14](CCC=O)[CH2:13]1)=O.C(C1CCC(CCC=O)CC1)=O.C(C1CCCC(C(C)C=O)C1)=O.C(C1CCC(C(C)C=O)CC1)=O.C(C1CCCCC=1)=C.C1(C=O)CCCCC(C=O)CCCC(C=O)CC1.C=CC=C. (2) Given the product [F:49][C:50]1[C:51]([C:62]([N:40]2[CH2:39][C@H:38]([C:33]3[CH:34]=[CH:35][CH:36]=[CH:37][C:32]=3[F:31])[NH:43][C:42](=[O:44])[C@@H:41]2[CH2:45][CH:46]([CH3:48])[CH3:47])=[O:63])=[N:52][O:53][C:54]=1[C:55]1[CH:56]=[CH:57][C:58]([F:61])=[CH:59][CH:60]=1, predict the reactants needed to synthesize it. The reactants are: C([C@@H]1N(C(=O)C2C=CC(OC3C=CC=CC=3)=CC=2)C[C@H](CC(C)C)NC1=O)C(C)C.[F:31][C:32]1[CH:37]=[CH:36][CH:35]=[CH:34][C:33]=1[C@@H:38]1[NH:43][C:42](=[O:44])[C@H:41]([CH2:45][CH:46]([CH3:48])[CH3:47])[NH:40][CH2:39]1.[F:49][C:50]1[C:51]([C:62](O)=[O:63])=[N:52][O:53][C:54]=1[C:55]1[CH:60]=[CH:59][C:58]([F:61])=[CH:57][CH:56]=1. (3) Given the product [C:25]([O-:27])(=[O:26])[CH3:24].[NH4+:6].[F:1][C:2]1[C:3]([C:22]2[CH:23]=[C:24]([C:25](=[O:26])[NH:42][C:39]3([C:33]4[CH:38]=[CH:37][CH:36]=[CH:35][CH:34]=4)[CH2:41][CH2:40]3)[CH:28]=[CH:29][C:30]=2[CH3:31])=[CH:4][C:5]2[N:6]([N:8]=[C:9]([C:15]3[CH:20]=[CH:19][C:18]([F:21])=[CH:17][CH:16]=3)[C:10]=2[C:11]([NH:12][CH3:13])=[O:14])[CH:7]=1, predict the reactants needed to synthesize it. The reactants are: [F:1][C:2]1[C:3]([C:22]2[CH:23]=[C:24]([CH:28]=[CH:29][C:30]=2[CH3:31])[C:25]([OH:27])=[O:26])=[CH:4][C:5]2[N:6]([N:8]=[C:9]([C:15]3[CH:20]=[CH:19][C:18]([F:21])=[CH:17][CH:16]=3)[C:10]=2[C:11](=[O:14])[NH:12][CH3:13])[CH:7]=1.Cl.[C:33]1([C:39]2([NH2:42])[CH2:41][CH2:40]2)[CH:38]=[CH:37][CH:36]=[CH:35][CH:34]=1. (4) Given the product [CH3:11][C:9]1[CH:8]=[CH:7][N:6]2[C:2]([CH:23]=[C:24]3[CH2:29][CH2:28][N:27]([C:30]([O:32][C:33]([CH3:36])([CH3:35])[CH3:34])=[O:31])[CH2:26][CH2:25]3)=[C:3]([C:12]3[CH:21]=[CH:20][C:15]([C:16](=[O:17])[NH:18][CH3:19])=[CH:14][C:13]=3[CH3:22])[N:4]=[C:5]2[CH:10]=1, predict the reactants needed to synthesize it. The reactants are: Br[C:2]1[N:6]2[CH:7]=[CH:8][C:9]([CH3:11])=[CH:10][C:5]2=[N:4][C:3]=1[C:12]1[CH:21]=[CH:20][C:15]([C:16]([NH:18][CH3:19])=[O:17])=[CH:14][C:13]=1[CH3:22].[CH2:23]=[C:24]1[CH2:29][CH2:28][N:27]([C:30]([O:32][C:33]([CH3:36])([CH3:35])[CH3:34])=[O:31])[CH2:26][CH2:25]1. (5) The reactants are: CS(O[CH2:6][C:7]1[C:8]([C:22](=[O:29])[NH:23][C@H:24]([CH:26]([CH3:28])[CH3:27])[CH3:25])=[N:9][O:10][C:11]=1[C:12]1[CH:17]=[CH:16][C:15]([C:18]([F:21])([F:20])[F:19])=[CH:14][CH:13]=1)(=O)=O.CCN(C(C)C)C(C)C.[F:39][C:40]([F:50])([F:49])[C:41]1[CH:48]=[CH:47][C:44]([CH2:45][NH2:46])=[CH:43][CH:42]=1. Given the product [CH3:27][CH:26]([CH3:28])[C@@H:24]([NH:23][C:22]([C:8]1[C:7]([CH2:6][NH:46][CH2:45][C:44]2[CH:43]=[CH:42][C:41]([C:40]([F:39])([F:49])[F:50])=[CH:48][CH:47]=2)=[C:11]([C:12]2[CH:13]=[CH:14][C:15]([C:18]([F:19])([F:21])[F:20])=[CH:16][CH:17]=2)[O:10][N:9]=1)=[O:29])[CH3:25], predict the reactants needed to synthesize it. (6) Given the product [Cl:1][C:2]1[C:3]([C:37]2[C:45]3[C:40](=[CH:41][CH:42]=[CH:43][CH:44]=3)[NH:39][CH:38]=2)=[N:4][C:5]([NH:8][C@@H:9]2[CH2:14][CH2:13][CH2:12][C@H:11]([NH:15][C:16]([C:18]3[CH:19]=[CH:20][C:21]([NH:24][C:25](=[O:36])/[CH:26]=[CH:27]/[CH2:28][N:29]([CH3:35])[CH2:30][C:31]([OH:33])=[O:32])=[CH:22][CH:23]=3)=[O:17])[CH2:10]2)=[N:6][CH:7]=1, predict the reactants needed to synthesize it. The reactants are: [Cl:1][C:2]1[C:3]([C:37]2[C:45]3[C:40](=[CH:41][CH:42]=[CH:43][CH:44]=3)[NH:39][CH:38]=2)=[N:4][C:5]([NH:8][C@@H:9]2[CH2:14][CH2:13][CH2:12][C@H:11]([NH:15][C:16]([C:18]3[CH:23]=[CH:22][C:21]([NH:24][C:25](=[O:36])/[CH:26]=[CH:27]/[CH2:28][N:29]([CH3:35])[CH2:30][C:31]([O:33]C)=[O:32])=[CH:20][CH:19]=3)=[O:17])[CH2:10]2)=[N:6][CH:7]=1.[OH-].[Na+].O. (7) The reactants are: [CH2:1]([O:3][C:4](=[O:25])[C:5]1[CH:10]=[CH:9][CH:8]=[C:7]([N:11]2[C:15]([CH3:16])=[CH:14][CH:13]=[C:12]2[C:17]2[CH:22]=[C:21]([Cl:23])[CH:20]=[CH:19][C:18]=2[OH:24])[CH:6]=1)[CH3:2].C(=O)([O-])[O-].[K+].[K+].[O:32]1[CH2:37][CH2:36][CH:35]([CH2:38]OS(C2C=CC(C)=CC=2)(=O)=O)[CH2:34][CH2:33]1. Given the product [CH2:1]([O:3][C:4](=[O:25])[C:5]1[CH:10]=[CH:9][CH:8]=[C:7]([N:11]2[C:15]([CH3:16])=[CH:14][CH:13]=[C:12]2[C:17]2[CH:22]=[C:21]([Cl:23])[CH:20]=[CH:19][C:18]=2[O:24][CH2:38][CH:35]2[CH2:36][CH2:37][O:32][CH2:33][CH2:34]2)[CH:6]=1)[CH3:2], predict the reactants needed to synthesize it.